This data is from Catalyst prediction with 721,799 reactions and 888 catalyst types from USPTO. The task is: Predict which catalyst facilitates the given reaction. (1) Reactant: FC(F)(F)C(O)=O.[CH3:8][S:9]([N:12]([CH2:20][CH2:21][C:22]1[CH:27]=[CH:26][C:25]([B:28]2[O:32][C:31]([CH3:34])([CH3:33])[C:30]([CH3:36])([CH3:35])[O:29]2)=[CH:24][CH:23]=1)C(=O)OC(C)(C)C)(=[O:11])=[O:10].[OH-].[Na+]. Product: [CH3:33][C:31]1([CH3:34])[C:30]([CH3:35])([CH3:36])[O:29][B:28]([C:25]2[CH:24]=[CH:23][C:22]([CH2:21][CH2:20][NH:12][S:9]([CH3:8])(=[O:11])=[O:10])=[CH:27][CH:26]=2)[O:32]1. The catalyst class is: 4. (2) Reactant: [CH3:1][O:2][C:3]([C:5]1[O:6][C:7]([CH3:12])=[C:8]([CH2:10][OH:11])[CH:9]=1)=[O:4].O[C:14]1[CH:19]=[CH:18][C:17]([C:20]2[CH:25]=[CH:24][CH:23]=[CH:22][CH:21]=2)=[CH:16][CH:15]=1.C1(P(C2C=CC=CC=2)C2C=CC=CC=2)C=CC=CC=1.CC(OC(/N=N/C(OC(C)C)=O)=O)C. Product: [CH3:1][O:2][C:3]([C:5]1[O:6][C:7]([CH3:12])=[C:8]([CH2:10][O:11][C:23]2[CH:24]=[CH:25][C:20]([C:17]3[CH:18]=[CH:19][CH:14]=[CH:15][CH:16]=3)=[CH:21][CH:22]=2)[CH:9]=1)=[O:4]. The catalyst class is: 7. (3) Reactant: [F:1][C:2]1[C:3]([CH3:19])=[C:4]([C@:9]2([C:15]([O:17][CH3:18])=[O:16])[CH2:13][CH2:12][C@H:11]([OH:14])[CH2:10]2)[CH:5]=[CH:6][C:7]=1[F:8].CC(OI1(OC(C)=O)(OC(C)=O)OC(=O)C2C=CC=CC1=2)=O. Product: [F:1][C:2]1[C:3]([CH3:19])=[C:4]([C@:9]2([C:15]([O:17][CH3:18])=[O:16])[CH2:13][CH2:12][C:11](=[O:14])[CH2:10]2)[CH:5]=[CH:6][C:7]=1[F:8]. The catalyst class is: 4. (4) Reactant: [Cl:1][C:2]1[CH:10]=[C:9]([C:11]([NH:13][CH:14]([C:16]2[NH:20][C:19]3[CH:21]=[CH:22][C:23]([Cl:25])=[CH:24][C:18]=3[N:17]=2)[CH3:15])=[O:12])[CH:8]=[CH:7][C:3]=1[C:4]([OH:6])=O.[CH2:26]([N:30]([CH2:33][CH:34]1[CH2:39][CH2:38][CH2:37][CH2:36][NH:35]1)[CH2:31][CH3:32])[CH2:27][CH2:28][CH3:29].C(N(C(C)C)CC)(C)C.ClCl. Product: [CH2:26]([N:30]([CH2:33][CH:34]1[CH2:39][CH2:38][CH2:37][CH2:36][N:35]1[C:4]([C:3]1[CH:7]=[CH:8][C:9]([C:11]([NH:13][CH:14]([C:16]2[NH:20][C:19]3[CH:21]=[CH:22][C:23]([Cl:25])=[CH:24][C:18]=3[N:17]=2)[CH3:15])=[O:12])=[CH:10][C:2]=1[Cl:1])=[O:6])[CH2:31][CH3:32])[CH2:27][CH2:28][CH3:29]. The catalyst class is: 16. (5) Reactant: Br[C:2]1[C:10]2[C:5](=[CH:6][CH:7]=[C:8]([C:11]([O:13][CH3:14])=[O:12])[CH:9]=2)[N:4]([CH2:15][C:16]2[CH:21]=[CH:20][C:19]([C:22]3[CH:27]=[CH:26][CH:25]=[CH:24][C:23]=3[C:28]([O:30][C:31]([CH3:34])([CH3:33])[CH3:32])=[O:29])=[CH:18][CH:17]=2)[N:3]=1.[C:35](=O)([O-])[O-].[Cs+].[Cs+].O1CCOCC1. Product: [C:31]([O:30][C:28]([C:23]1[CH:24]=[CH:25][CH:26]=[CH:27][C:22]=1[C:19]1[CH:20]=[CH:21][C:16]([CH2:15][N:4]2[C:5]3[C:10](=[CH:9][C:8]([C:11]([O:13][CH3:14])=[O:12])=[CH:7][CH:6]=3)[C:2]([CH3:35])=[N:3]2)=[CH:17][CH:18]=1)=[O:29])([CH3:34])([CH3:33])[CH3:32]. The catalyst class is: 103. (6) Reactant: [CH2:1]([NH2:4])[C:2]#[CH:3].[CH3:5][O:6][C:7]1[CH:12]=[CH:11][C:10]([C:13]2[CH:18]=[CH:17][C:16]([S:19](Cl)(=[O:21])=[O:20])=[CH:15][CH:14]=2)=[CH:9][CH:8]=1. Product: [CH3:5][O:6][C:7]1[CH:8]=[CH:9][C:10]([C:13]2[CH:18]=[CH:17][C:16]([S:19]([NH:4][CH2:1][C:2]#[CH:3])(=[O:21])=[O:20])=[CH:15][CH:14]=2)=[CH:11][CH:12]=1. The catalyst class is: 17. (7) Product: [OH:19][CH2:18][CH2:17][O:1][C:2]1[CH:9]=[CH:8][C:5]([CH:6]=[O:7])=[CH:4][CH:3]=1. Reactant: [OH:1][C:2]1[CH:9]=[CH:8][C:5]([CH:6]=[O:7])=[CH:4][CH:3]=1.C([O-])([O-])=O.[K+].[K+].Br[CH2:17][CH2:18][OH:19].CCOCC. The catalyst class is: 44. (8) The catalyst class is: 4. Reactant: [C:1]([O:5][C:6]([NH:8][CH2:9][C:10]([OH:12])=O)=[O:7])([CH3:4])([CH3:3])[CH3:2].C(N(CC)CC)C.F[P-](F)(F)(F)(F)F.C[NH2+]C.[Cl:30][C:31]1[CH:32]=[C:33]([CH:41]=[CH:42][C:43]=1[Cl:44])[CH2:34][N:35]1[CH2:38][CH:37]([CH2:39][NH2:40])[CH2:36]1. Product: [C:1]([O:5][C:6](=[O:7])[NH:8][CH2:9][C:10](=[O:12])[NH:40][CH2:39][CH:37]1[CH2:38][N:35]([CH2:34][C:33]2[CH:41]=[CH:42][C:43]([Cl:44])=[C:31]([Cl:30])[CH:32]=2)[CH2:36]1)([CH3:2])([CH3:3])[CH3:4]. (9) Reactant: [Cl:1][C:2]1[CH:10]=[CH:9][C:8]2[N:7]([CH2:11][CH2:12][C:13]([O:15]CC)=[O:14])[C:6]3[CH2:18][CH2:19][N:20]([CH3:22])[CH2:21][C:5]=3[C:4]=2[CH:3]=1.[OH-].[Na+].Cl. Product: [Cl:1][C:2]1[CH:10]=[CH:9][C:8]2[N:7]([CH2:11][CH2:12][C:13]([OH:15])=[O:14])[C:6]3[CH2:18][CH2:19][N:20]([CH3:22])[CH2:21][C:5]=3[C:4]=2[CH:3]=1. The catalyst class is: 8. (10) Reactant: [CH3:1][O:2][C:3]1[C:4]([N+:9]([O-])=O)=[N:5][CH:6]=[CH:7][CH:8]=1.Cl. Product: [CH3:1][O:2][C:3]1[C:4]([NH2:9])=[N:5][CH:6]=[CH:7][CH:8]=1. The catalyst class is: 447.